This data is from Full USPTO retrosynthesis dataset with 1.9M reactions from patents (1976-2016). The task is: Predict the reactants needed to synthesize the given product. Given the product [CH3:17][C:16]1[O:6][C@H:5]([C:7]([O:9][CH3:10])=[O:8])[C@H:4]([CH2:1][CH2:2][CH3:3])[N:18]=1, predict the reactants needed to synthesize it. The reactants are: [CH2:1]([C@H:4]1[O:6][C@@H:5]1[C:7]([O:9][CH3:10])=[O:8])[CH2:2][CH3:3].C(=O)([O-])O.[Na+].[C:16](#[N:18])[CH3:17].